This data is from Forward reaction prediction with 1.9M reactions from USPTO patents (1976-2016). The task is: Predict the product of the given reaction. (1) The product is: [N+:14]([C:17]1[CH:18]=[C:19]([NH:20][CH:10]2[CH2:11][CH2:12][N:8]([C:6]([O:5][C:1]([CH3:4])([CH3:3])[CH3:2])=[O:7])[CH2:9]2)[CH:21]=[CH:22][CH:23]=1)([O-:16])=[O:15]. Given the reactants [C:1]([O:5][C:6]([N:8]1[CH2:12][CH2:11][C:10](=O)[CH2:9]1)=[O:7])([CH3:4])([CH3:3])[CH3:2].[N+:14]([C:17]1[CH:18]=[C:19]([CH:21]=[CH:22][CH:23]=1)[NH2:20])([O-:16])=[O:15].C(O[BH-](OC(=O)C)OC(=O)C)(=O)C.[Na+].C(=O)([O-])O.[Na+], predict the reaction product. (2) Given the reactants [OH-].[Na+].[Cl:3][C:4]1[CH:24]=[C:23]([O:25][CH2:26][CH:27]2[CH2:32][CH2:31][CH2:30][CH2:29][CH2:28]2)[CH:22]=[CH:21][C:5]=1[CH2:6][C:7]1[C:15]2[C:10](=[CH:11][CH:12]=[C:13]([C:16]([O:18]C)=[O:17])[CH:14]=2)[NH:9][C:8]=1[CH3:20].Cl, predict the reaction product. The product is: [C:16]([C:13]1[CH:14]=[C:15]2[C:10](=[CH:11][CH:12]=1)[NH:9][C:8]([CH3:20])=[C:7]2[CH2:6][C:5]1[CH:21]=[CH:22][C:23]([O:25][CH2:26][CH:27]2[CH2:28][CH2:29][CH2:30][CH2:31][CH2:32]2)=[CH:24][C:4]=1[Cl:3])([OH:18])=[O:17]. (3) The product is: [C:1]([O:5][C:6]([NH:8][CH:9]([CH2:10][CH2:11][S:12][CH3:13])[C:14]([O:16][CH:18]1[CH2:23][CH2:22][N:21]([CH3:24])[CH2:20][CH2:19]1)=[O:15])=[O:7])([CH3:4])([CH3:2])[CH3:3]. Given the reactants [C:1]([O:5][C:6]([NH:8][C@H:9]([C:14]([OH:16])=[O:15])[CH2:10][CH2:11][S:12][CH3:13])=[O:7])([CH3:4])([CH3:3])[CH3:2].O[CH:18]1[CH2:23][CH2:22][N:21]([CH3:24])[CH2:20][CH2:19]1.C(Cl)CCl, predict the reaction product.